Dataset: Reaction yield outcomes from USPTO patents with 853,638 reactions. Task: Predict the reaction yield, written as a fraction of the theoretical maximum amount of product (1.0 means a 100% yield; for example, 0.34 means a 34% yield). The reactants are C[O:2][C:3](=O)[C:4]1[CH:9]=[C:8]([Cl:10])[CH:7]=[CH:6][C:5]=1[OH:11].O.[NH2:14][NH2:15].C(O)C. The catalyst is CCCCCC. The product is [Cl:10][C:8]1[CH:9]=[C:4]([C:3]([NH:14][NH2:15])=[O:2])[C:5]([OH:11])=[CH:6][CH:7]=1. The yield is 0.792.